This data is from Full USPTO retrosynthesis dataset with 1.9M reactions from patents (1976-2016). The task is: Predict the reactants needed to synthesize the given product. (1) Given the product [C:21]([O:20][C:18](=[O:19])[NH:25][C:26]1[CH:27]=[CH:28][C:29]([N:1]2[CH:5]=[C:4]([C:6]3[C:7]([C:12]4[CH:13]=[CH:14][CH:15]=[CH:16][CH:17]=4)=[N:8][O:9][C:10]=3[CH3:11])[N:3]=[CH:2]2)=[CH:30][CH:31]=1)([CH3:24])([CH3:22])[CH3:23], predict the reactants needed to synthesize it. The reactants are: [NH:1]1[CH:5]=[C:4]([C:6]2[C:7]([C:12]3[CH:17]=[CH:16][CH:15]=[CH:14][CH:13]=3)=[N:8][O:9][C:10]=2[CH3:11])[N:3]=[CH:2]1.[C:18]([NH:25][C:26]1[CH:31]=[CH:30][C:29](B(O)O)=[CH:28][CH:27]=1)([O:20][C:21]([CH3:24])([CH3:23])[CH3:22])=[O:19]. (2) Given the product [O:1]1[CH2:5][CH2:4][CH:3]([CH2:6][CH:7]2[C:12](=[O:13])[CH:11]3[CH2:10][CH2:9][N:8]2[CH2:15][CH2:14]3)[CH2:2]1, predict the reactants needed to synthesize it. The reactants are: [O:1]1[CH:5]=[CH:4][C:3]([CH:6]=[C:7]2[C:12](=[O:13])[CH:11]3[CH2:14][CH2:15][N:8]2[CH2:9][CH2:10]3)=[CH:2]1. (3) Given the product [Br:1][C:2]1[CH:10]=[CH:9][CH:8]=[CH:7][C:3]=1[CH2:4][CH2:5][Cl:18], predict the reactants needed to synthesize it. The reactants are: [Br:1][C:2]1[CH:10]=[CH:9][CH:8]=[CH:7][C:3]=1[CH2:4][CH2:5]O.CN(C)C=O.S(Cl)([Cl:18])=O.